From a dataset of Full USPTO retrosynthesis dataset with 1.9M reactions from patents (1976-2016). Predict the reactants needed to synthesize the given product. (1) Given the product [CH:41]1([N:44]([C@H:45]2[CH2:50][CH2:49][C@H:48]([CH2:51][C:52]([O:54][CH3:55])=[O:53])[CH2:47][CH2:46]2)[C:4](=[O:6])[C:3]2[CH:7]=[CH:8][C:9]([CH3:11])=[CH:10][C:2]=2[F:1])[CH2:42][CH2:43]1, predict the reactants needed to synthesize it. The reactants are: [F:1][C:2]1[CH:10]=[C:9]([CH3:11])[CH:8]=[CH:7][C:3]=1[C:4]([OH:6])=O.ON1C2C=CC=CC=2N=N1.Cl.CN(C)CCCN=C=NCC.C(N(CC)CC)C.[CH:41]1([NH:44][C@H:45]2[CH2:50][CH2:49][C@H:48]([CH2:51][C:52]([O:54][CH3:55])=[O:53])[CH2:47][CH2:46]2)[CH2:43][CH2:42]1. (2) The reactants are: [N+:1]([C:4]1[CH:5]=[C:6]([C:13]([N:15]2[CH2:20][CH2:19][O:18][CH2:17][CH2:16]2)=O)[CH:7]=[CH:8][C:9]=1[N+:10]([O-])=O)([O-])=O. Given the product [N:15]1([C:13]2[C:8]([CH3:7])=[C:9]([NH2:10])[C:4]([NH2:1])=[CH:5][CH:6]=2)[CH2:16][CH2:17][O:18][CH2:19][CH2:20]1, predict the reactants needed to synthesize it.